This data is from Peptide-MHC class I binding affinity with 185,985 pairs from IEDB/IMGT. The task is: Regression. Given a peptide amino acid sequence and an MHC pseudo amino acid sequence, predict their binding affinity value. This is MHC class I binding data. (1) The peptide sequence is YEEFCNAVY. The MHC is HLA-A30:02 with pseudo-sequence HLA-A30:02. The binding affinity (normalized) is 0.387. (2) The binding affinity (normalized) is 0. The peptide sequence is ALSYSTGA. The MHC is HLA-A02:06 with pseudo-sequence HLA-A02:06. (3) The peptide sequence is AQSDFMSWV. The MHC is HLA-A69:01 with pseudo-sequence HLA-A69:01. The binding affinity (normalized) is 0.0847. (4) The peptide sequence is IWYMWLGAR. The MHC is HLA-A31:01 with pseudo-sequence HLA-A31:01. The binding affinity (normalized) is 0.686. (5) The peptide sequence is KRNMYESKG. The MHC is Mamu-B08 with pseudo-sequence Mamu-B08. The binding affinity (normalized) is 0.0795. (6) The peptide sequence is RERVNINIV. The MHC is HLA-B40:01 with pseudo-sequence HLA-B40:01. The binding affinity (normalized) is 0.143.